From a dataset of Full USPTO retrosynthesis dataset with 1.9M reactions from patents (1976-2016). Predict the reactants needed to synthesize the given product. (1) Given the product [C:1]([O:5][C:6](=[O:19])[N:7]([C:9]1[CH:14]=[CH:13][C:12]([C:31]2[O:32][C:28]3[CH:27]=[CH:26][C:25]([O:24][CH2:23][O:22][CH2:20][CH3:21])=[CH:36][C:29]=3[CH:30]=2)=[C:11]([N+:16]([O-:18])=[O:17])[N:10]=1)[CH3:8])([CH3:4])([CH3:3])[CH3:2], predict the reactants needed to synthesize it. The reactants are: [C:1]([O:5][C:6](=[O:19])[N:7]([C:9]1[CH:14]=[CH:13][C:12](Br)=[C:11]([N+:16]([O-:18])=[O:17])[N:10]=1)[CH3:8])([CH3:4])([CH3:3])[CH3:2].[CH2:20]([O:22][CH2:23][O:24][C:25]1[CH:26]=[CH:27][C:28]2[O:32][C:31](B(O)O)=[CH:30][C:29]=2[CH:36]=1)[CH3:21]. (2) Given the product [Cl:9][C:10]1[CH:11]=[C:12]2[C:16](=[CH:17][CH:18]=1)[N:15]([CH3:7])[N:14]=[C:13]2[C:19]#[N:20], predict the reactants needed to synthesize it. The reactants are: C(=O)([O-])[O-].[K+].[K+].[CH3:7]I.[Cl:9][C:10]1[CH:11]=[C:12]2[C:16](=[CH:17][CH:18]=1)[NH:15][N:14]=[C:13]2[C:19]#[N:20].